This data is from Catalyst prediction with 721,799 reactions and 888 catalyst types from USPTO. The task is: Predict which catalyst facilitates the given reaction. (1) Reactant: [CH3:1][C:2]([CH3:31])([CH3:30])[CH2:3][N:4]1[C:12]2[C:7](=[N:8][C:9]([C:13]3[CH2:19][CH:18]4[N:20]([C:21]([O:23][C:24]([CH3:27])([CH3:26])[CH3:25])=[O:22])[CH:15]([CH2:16][CH2:17]4)[CH:14]=3)=[CH:10][CH:11]=2)[N:6]([CH3:28])[C:5]1=[O:29].[O:32]1CCCC1.B.OO.[OH-].[Na+]. Product: [CH3:1][C:2]([CH3:31])([CH3:30])[CH2:3][N:4]1[C:12]2[C:7](=[N:8][C:9]([CH:13]3[CH2:19][CH:18]4[N:20]([C:21]([O:23][C:24]([CH3:25])([CH3:27])[CH3:26])=[O:22])[CH:15]([CH2:16][CH2:17]4)[CH:14]3[OH:32])=[CH:10][CH:11]=2)[N:6]([CH3:28])[C:5]1=[O:29]. The catalyst class is: 674. (2) Reactant: [CH2:1]([N:8]1[CH2:13][CH2:12][N:11]([C:14]([O:16][C:17]([CH3:20])([CH3:19])[CH3:18])=[O:15])[CH2:10][C@H:9]1[CH2:21][OH:22])[C:2]1[CH:7]=[CH:6][CH:5]=[CH:4][CH:3]=1.[F:23][C:24]([F:33])([F:32])[C:25]1[CH:30]=[CH:29][C:28](O)=[CH:27][CH:26]=1.C1(P(C2C=CC=CC=2)C2C=CC=CC=2)C=CC=CC=1.CCOC(/N=N/C(OCC)=O)=O. Product: [CH2:1]([N:8]1[CH2:13][CH2:12][N:11]([C:14]([O:16][C:17]([CH3:18])([CH3:19])[CH3:20])=[O:15])[CH2:10][C@H:9]1[CH2:21][O:22][C:28]1[CH:29]=[CH:30][C:25]([C:24]([F:33])([F:32])[F:23])=[CH:26][CH:27]=1)[C:2]1[CH:7]=[CH:6][CH:5]=[CH:4][CH:3]=1. The catalyst class is: 11.